From a dataset of Peptide-MHC class II binding affinity with 134,281 pairs from IEDB. Regression. Given a peptide amino acid sequence and an MHC pseudo amino acid sequence, predict their binding affinity value. This is MHC class II binding data. (1) The peptide sequence is VIGLLPQNMVLTTQG. The MHC is DRB3_0101 with pseudo-sequence DRB3_0101. The binding affinity (normalized) is 0.0657. (2) The peptide sequence is IQGNVTSIHSLLDEG. The MHC is HLA-DQA10401-DQB10402 with pseudo-sequence HLA-DQA10401-DQB10402. The binding affinity (normalized) is 0.597.